This data is from Reaction yield outcomes from USPTO patents with 853,638 reactions. The task is: Predict the reaction yield, written as a fraction of the theoretical maximum amount of product (1.0 means a 100% yield; for example, 0.34 means a 34% yield). (1) The reactants are [C:1]1([CH3:9])[CH:6]=[CH:5][C:4]([CH:7]=O)=[CH:3][CH:2]=1.[CH2:10]([O:12][C:13](=[O:18])[CH2:14]C(O)=O)[CH3:11].N1CCCCC1. The catalyst is N1C=CC=CC=1. The product is [CH2:10]([O:12][C:13](=[O:18])[CH:14]=[CH:7][C:4]1[CH:5]=[CH:6][C:1]([CH3:9])=[CH:2][CH:3]=1)[CH3:11]. The yield is 0.790. (2) The reactants are [C:1]([OH:6])(=[O:5])C(C)=O.C(O[CH:10]([O:14][CH2:15][CH3:16])[O:11][CH2:12][CH3:13])C.S(=O)(=O)(O)O.Cl[CH2:23]Cl. No catalyst specified. The product is [CH2:15]([O:14][C:10]([O:11][CH2:12][CH3:13])([CH3:23])[C:1]([OH:6])=[O:5])[CH3:16]. The yield is 1.00.